This data is from Catalyst prediction with 721,799 reactions and 888 catalyst types from USPTO. The task is: Predict which catalyst facilitates the given reaction. Reactant: [CH3:1][N:2]([CH3:26])[CH2:3][CH2:4][CH2:5][O:6][C:7]1[CH:16]=[C:15]2[C:10]([C:11]([S:17][C:18]3[S:22][C:21]([NH2:23])=[CH:20][CH:19]=3)=[CH:12][CH:13]=[N:14]2)=[CH:9][C:8]=1[O:24][CH3:25].[F:27][C:28]1[CH:33]=[CH:32][C:31]([N:34]=[C:35]=[O:36])=[CH:30][CH:29]=1. Product: [CH3:26][N:2]([CH3:1])[CH2:3][CH2:4][CH2:5][O:6][C:7]1[CH:16]=[C:15]2[C:10]([C:11]([S:17][C:18]3[S:22][C:21]([NH:23][C:35]([NH:34][C:31]4[CH:32]=[CH:33][C:28]([F:27])=[CH:29][CH:30]=4)=[O:36])=[CH:20][CH:19]=3)=[CH:12][CH:13]=[N:14]2)=[CH:9][C:8]=1[O:24][CH3:25]. The catalyst class is: 7.